Dataset: Forward reaction prediction with 1.9M reactions from USPTO patents (1976-2016). Task: Predict the product of the given reaction. Given the reactants O[C:2]1[CH:7]=[CH:6][C:5]([C:8]([F:11])([F:10])[F:9])=[CH:4][C:3]=1[NH:12][C:13](=[O:21])[C:14]1[CH:19]=[CH:18][N:17]=[CH:16][C:15]=1[I:20].O1CCCC1.C1(P(C2C=CC=CC=2)C2C=CC=CC=2)C=CC=CC=1.N(C(OCC)=O)=NC(OCC)=O, predict the reaction product. The product is: [I:20][C:15]1[CH:16]=[N:17][CH:18]=[CH:19][C:14]=1[C:13]1[O:21][C:2]2[CH:7]=[CH:6][C:5]([C:8]([F:9])([F:10])[F:11])=[CH:4][C:3]=2[N:12]=1.